This data is from Full USPTO retrosynthesis dataset with 1.9M reactions from patents (1976-2016). The task is: Predict the reactants needed to synthesize the given product. (1) The reactants are: N([O-])=O.[Na+].N[C:6]1[CH:29]=[CH:28][C:9]2[C:10]([CH2:13][CH2:14][CH:15]3[CH2:20][CH2:19][N:18]([CH2:21][C:22]4[CH:27]=[CH:26][CH:25]=[CH:24][CH:23]=4)[CH2:17][CH2:16]3)=[N:11][O:12][C:8]=2[CH:7]=1.C([O-])([O-])=O.[Na+].[Na+].[C:36]([Cu])#[N:37]. Given the product [C:36]([C:6]1[CH:29]=[CH:28][C:9]2[C:10]([CH2:13][CH2:14][CH:15]3[CH2:20][CH2:19][N:18]([CH2:21][C:22]4[CH:27]=[CH:26][CH:25]=[CH:24][CH:23]=4)[CH2:17][CH2:16]3)=[N:11][O:12][C:8]=2[CH:7]=1)#[N:37], predict the reactants needed to synthesize it. (2) Given the product [BrH:1].[F:22][C:16]1[CH:17]=[CH:18][CH:19]=[C:20]([F:21])[C:15]=1[C:14]([NH:13][C:11]1[S:12][C:8]([C:6]2[CH:5]=[CH:4][N:3]=[CH:2][CH:7]=2)=[C:9]([CH3:24])[N:10]=1)=[O:23], predict the reactants needed to synthesize it. The reactants are: [Br:1][C:2]1[CH:7]=[C:6]([C:8]2[S:12][C:11]([NH:13][C:14](=[O:23])[C:15]3[C:20]([F:21])=[CH:19][CH:18]=[CH:17][C:16]=3[F:22])=[N:10][C:9]=2[CH3:24])[CH:5]=[CH:4][N:3]=1.[H][H]. (3) Given the product [CH3:26][C:27]1([CH3:35])[O:31][C@@H:30]([CH2:32][O:33][NH:34][C:4]([C:6]2[S:14][C:13]3[CH:12]=[CH:11][N:10]=[CH:9][C:8]=3[C:7]=2[NH:15][C:16]2[CH:21]=[CH:20][C:19]([Br:22])=[CH:18][C:17]=2[F:23])=[O:5])[CH2:29][O:28]1, predict the reactants needed to synthesize it. The reactants are: C(O[C:4]([C:6]1[S:14][C:13]2[CH:12]=[CH:11][N:10]=[CH:9][C:8]=2[C:7]=1[NH:15][C:16]1[CH:21]=[CH:20][C:19]([Br:22])=[CH:18][C:17]=1[F:23])=[O:5])C.[OH-].[Na+].[CH3:26][C:27]1([CH3:35])[O:31][C@@H:30]([CH2:32][O:33][NH2:34])[CH2:29][O:28]1.CCN=C=NCCCN(C)C.C1C=CC2N(O)N=NC=2C=1.CCN(C(C)C)C(C)C. (4) Given the product [C:2]1([C:22]2[CH:27]=[CH:26][CH:25]=[CH:24][CH:23]=2)[CH:7]=[CH:6][CH:5]=[C:4]([CH2:8][O:9][C:10]2[CH:15]=[CH:14][C:13]([CH2:16][CH2:17][C:18]([O:20][CH3:21])=[O:19])=[CH:12][CH:11]=2)[CH:3]=1, predict the reactants needed to synthesize it. The reactants are: Br[C:2]1[CH:3]=[C:4]([CH2:8][O:9][C:10]2[CH:15]=[CH:14][C:13]([CH2:16][CH2:17][C:18]([O:20][CH3:21])=[O:19])=[CH:12][CH:11]=2)[CH:5]=[CH:6][CH:7]=1.[C:22]1(B(O)O)[CH:27]=[CH:26][CH:25]=[CH:24][CH:23]=1.C(=O)([O-])[O-].[Na+].[Na+].O.